Dataset: Catalyst prediction with 721,799 reactions and 888 catalyst types from USPTO. Task: Predict which catalyst facilitates the given reaction. (1) Reactant: [OH:1][C:2]1[CH:21]=[CH:20][CH:19]=[CH:18][C:3]=1[CH2:4][NH:5][C:6]([NH:8][C:9]1[S:10][C:11]([C:14]([CH3:17])([CH3:16])[CH3:15])=[N:12][N:13]=1)=[O:7].[Cl:22][C:23]1[N:28]=[C:27](Cl)[CH:26]=[CH:25][N:24]=1.[OH-].[Na+]. Product: [Cl:22][C:23]1[N:28]=[C:27]([O:1][C:2]2[CH:21]=[CH:20][CH:19]=[CH:18][C:3]=2[CH2:4][NH:5][C:6]([NH:8][C:9]2[S:10][C:11]([C:14]([CH3:16])([CH3:17])[CH3:15])=[N:12][N:13]=2)=[O:7])[CH:26]=[CH:25][N:24]=1. The catalyst class is: 21. (2) Reactant: [N+:1]([C:4]1[CH:5]=[CH:6][CH:7]=[C:8]2[C:13]=1[NH:12][C:11](=[O:14])[CH:10]=[CH:9]2)([O-])=O. Product: [NH2:1][C:4]1[CH:5]=[CH:6][CH:7]=[C:8]2[C:13]=1[NH:12][C:11](=[O:14])[CH:10]=[CH:9]2. The catalyst class is: 43. (3) Reactant: C([O:3][C:4](=[O:40])[CH2:5][O:6][C:7]1[CH:12]=[CH:11][C:10]([S:13][C:14]2[CH:19]=[C:18]([C:20]#[C:21][C:22]3[CH:27]=[CH:26][C:25]([S:28]([CH3:31])(=[O:30])=[O:29])=[CH:24][CH:23]=3)[CH:17]=[C:16]([O:32][CH2:33][CH:34]3[CH2:38][CH2:37][CH2:36][CH2:35]3)[CH:15]=2)=[CH:9][C:8]=1[CH3:39])C.[OH-].[Na+].Cl. Product: [CH:34]1([CH2:33][O:32][C:16]2[CH:15]=[C:14]([S:13][C:10]3[CH:11]=[CH:12][C:7]([O:6][CH2:5][C:4]([OH:40])=[O:3])=[C:8]([CH3:39])[CH:9]=3)[CH:19]=[C:18]([C:20]#[C:21][C:22]3[CH:23]=[CH:24][C:25]([S:28]([CH3:31])(=[O:29])=[O:30])=[CH:26][CH:27]=3)[CH:17]=2)[CH2:38][CH2:37][CH2:36][CH2:35]1. The catalyst class is: 8. (4) Reactant: [Br:1][C:2]1[CH:7]=[CH:6][C:5]([C@@H:8]2[C@@H:10]([C:11]3[CH:16]=[CH:15][CH:14]=[CH:13][CH:12]=3)[C@H:9]2[C:17]([O:19][CH3:20])=[O:18])=[CH:4][CH:3]=1.[Li+].[CH3:22]C([N-]C(C)C)C.CI. Product: [CH3:20][O:19][C:17]([C@:9]1([CH3:22])[C@H:10]([C:11]2[CH:12]=[CH:13][CH:14]=[CH:15][CH:16]=2)[C@H:8]1[C:5]1[CH:4]=[CH:3][C:2]([Br:1])=[CH:7][CH:6]=1)=[O:18]. The catalyst class is: 1. (5) The catalyst class is: 66. Product: [CH3:28][C:27]1[C:19]([CH2:20][CH2:21][C:22]([O:24][CH2:25][CH3:26])=[O:23])=[C:16]([CH3:17])[C:15]2[C:14]3[C:9](=[CH:10][CH:11]=[CH:12][CH:13]=3)[NH:8][C:7]=2[N:6]=1. Reactant: C(O)(C)C.Cl.[NH:6]=[C:7]1[CH2:15][C:14]2[C:9](=[CH:10][CH:11]=[CH:12][CH:13]=2)[NH:8]1.[C:16]([CH:19]([C:27](=O)[CH3:28])[CH2:20][CH2:21][C:22]([O:24][CH2:25][CH3:26])=[O:23])(=O)[CH3:17]. (6) Reactant: [CH:1]1([CH2:6][CH:7]([C:18]2[NH:22][C:21]([C:23]([NH2:25])=O)=[C:20]([CH3:26])[CH:19]=2)[C:8]2[CH:13]=[CH:12][C:11]([S:14]([CH3:17])(=[O:16])=[O:15])=[CH:10][CH:9]=2)[CH2:5][CH2:4][CH2:3][CH2:2]1.COC1C=CC(P2(SP(C3C=CC(OC)=CC=3)(=S)S2)=[S:36])=CC=1. Product: [CH:1]1([CH2:6][CH:7]([C:18]2[NH:22][C:21]([C:23](=[S:36])[NH2:25])=[C:20]([CH3:26])[CH:19]=2)[C:8]2[CH:13]=[CH:12][C:11]([S:14]([CH3:17])(=[O:16])=[O:15])=[CH:10][CH:9]=2)[CH2:5][CH2:4][CH2:3][CH2:2]1. The catalyst class is: 7. (7) Reactant: [CH:1]1([NH:4][C:5](=[O:37])[C@@H:6]([OH:36])[C@@H:7]([NH:10][C:11]([C@@H:13]2[CH2:17][C@@H:16]([S:18]([C:21]3[CH:26]=[CH:25][C:24]([CH3:27])=[CH:23][C:22]=3[CH3:28])(=[O:20])=[O:19])[CH2:15][N:14]2[C:29]([O:31][C:32]([CH3:35])([CH3:34])[CH3:33])=[O:30])=[O:12])[CH2:8][CH3:9])[CH2:3][CH2:2]1.CC(OI1(OC(C)=O)(OC(C)=O)OC(=O)C2C=CC=CC1=2)=O. Product: [CH:1]1([NH:4][C:5](=[O:37])[C:6](=[O:36])[C@@H:7]([NH:10][C:11]([C@@H:13]2[CH2:17][C@@H:16]([S:18]([C:21]3[CH:26]=[CH:25][C:24]([CH3:27])=[CH:23][C:22]=3[CH3:28])(=[O:19])=[O:20])[CH2:15][N:14]2[C:29]([O:31][C:32]([CH3:34])([CH3:33])[CH3:35])=[O:30])=[O:12])[CH2:8][CH3:9])[CH2:3][CH2:2]1. The catalyst class is: 2. (8) The catalyst class is: 10. Product: [OH:1][C@H:2]1[CH2:6][CH2:5][C@H:4]([NH:7][C:16](=[O:17])[O:15][CH2:8][C:9]2[CH:14]=[CH:13][CH:12]=[CH:11][CH:10]=2)[CH2:3]1. Reactant: [OH:1][C@H:2]1[CH2:6][CH2:5][C@H:4]([NH2:7])[CH2:3]1.[CH2:8]([O:15][C:16](N1C(=O)CCC1=O)=[O:17])[C:9]1[CH:14]=[CH:13][CH:12]=[CH:11][CH:10]=1. (9) Reactant: [CH2:1]([N:5]1[C:13]2[N:12]=[C:11]([Cl:14])[N:10](CC=C)[C:9]=2[C:8](=[O:18])[NH:7][C:6]1=[O:19])[CH2:2][CH2:3][CH3:4].C(=O)([O-])[O-].[Cs+].[Cs+].Br[CH2:27][C:28]([O:30][CH2:31][CH3:32])=[O:29]. Product: [CH2:1]([N:5]1[C:13]2[N:12]=[C:11]([Cl:14])[NH:10][C:9]=2[C:8](=[O:18])[N:7]([CH2:27][C:28]([O:30][CH2:31][CH3:32])=[O:29])[C:6]1=[O:19])[CH2:2][CH2:3][CH3:4]. The catalyst class is: 3. (10) Reactant: [CH3:1][O:2][CH2:3][O:4][C:5]1[CH:10]=[C:9]([O:11][CH2:12][O:13][CH3:14])[CH:8]=[CH:7][C:6]=1[CH:15]1[CH2:20][CH2:19][CH2:18][C:17](=O)[CH2:16]1.[NH:22]1[CH2:27][CH2:26][NH:25][CH2:24][CH2:23]1.C(O[BH-](OC(=O)C)OC(=O)C)(=O)C.C[N+](C)(C)C.C(O)(=O)C. Product: [CH3:1][O:2][CH2:3][O:4][C:5]1[CH:10]=[C:9]([O:11][CH2:12][O:13][CH3:14])[CH:8]=[CH:7][C:6]=1[CH:15]1[CH2:20][CH2:19][CH2:18][CH:17]([N:22]2[CH2:27][CH2:26][NH:25][CH2:24][CH2:23]2)[CH2:16]1. The catalyst class is: 68.